From a dataset of Forward reaction prediction with 1.9M reactions from USPTO patents (1976-2016). Predict the product of the given reaction. (1) Given the reactants [C:1]12([CH2:11][OH:12])[CH2:10][CH:5]3[CH2:6][CH:7]([CH2:9][CH:3]([CH2:4]3)[CH2:2]1)[CH2:8]2.[CH3:13][S:14](Cl)(=[O:16])=[O:15].C(N(CC)CC)C, predict the reaction product. The product is: [CH3:13][S:14]([O:12][CH2:11][C:1]12[CH2:8][CH:7]3[CH2:6][CH:5]([CH2:4][CH:3]([CH2:9]3)[CH2:2]1)[CH2:10]2)(=[O:16])=[O:15]. (2) The product is: [OH:1][CH:2]1[CH2:7][CH2:6][CH2:5][N:4]([NH:8][C:9]([C:11]2[N:12]=[C:13]([C:31]3[CH:36]=[CH:35][C:34]([Cl:37])=[CH:33][C:32]=3[Cl:38])[N:14]([C:17]3[CH:18]=[CH:19][C:20]([OH:23])=[CH:21][CH:22]=3)[C:15]=2[CH3:16])=[O:10])[CH2:3]1. Given the reactants [OH:1][CH:2]1[CH2:7][CH2:6][CH2:5][N:4]([NH:8][C:9]([C:11]2[N:12]=[C:13]([C:31]3[CH:36]=[CH:35][C:34]([Cl:37])=[CH:33][C:32]=3[Cl:38])[N:14]([C:17]3[CH:22]=[CH:21][C:20]([O:23]CC4C=CC=CC=4)=[CH:19][CH:18]=3)[C:15]=2[CH3:16])=[O:10])[CH2:3]1.CSC.B(F)(F)F.CCOCC.O1CCOCC1, predict the reaction product. (3) The product is: [OH:21][C@H:20]([C@@H:18]([OH:19])[C:17]([OH:26])=[O:25])[C:22]([OH:24])=[O:23].[CH2:1]([N:8]1[CH2:12][C@@H:11]2[C@@H:13]([NH2:16])[CH2:14][CH2:15][C@@H:10]2[CH2:9]1)[C:2]1[CH:3]=[CH:4][CH:5]=[CH:6][CH:7]=1. Given the reactants [CH2:1]([N:8]1[CH2:12][C@@H:11]2[C@@H:13]([NH2:16])[CH2:14][CH2:15][C@@H:10]2[CH2:9]1)[C:2]1[CH:7]=[CH:6][CH:5]=[CH:4][CH:3]=1.[C:17]([OH:26])(=[O:25])[C@@H:18]([C@H:20]([C:22]([OH:24])=[O:23])[OH:21])[OH:19], predict the reaction product. (4) Given the reactants [F:1][C:2]1[N:7]=[C:6]([F:8])[CH:5]=[C:4]([F:9])[N:3]=1.C(=O)([O-])[O-].[K+].[K+].[C:16]([N:19]1[CH2:24][CH2:23][NH:22][CH2:21][CH2:20]1)(=[O:18])[CH3:17].O, predict the reaction product. The product is: [C:16]([N:19]1[CH2:24][CH2:23][N:22]([C:2]2[N:7]=[C:6]([F:8])[CH:5]=[C:4]([F:9])[N:3]=2)[CH2:21][CH2:20]1)(=[O:18])[CH3:17].[C:16]([N:19]1[CH2:24][CH2:23][N:22]([C:6]2[CH:5]=[C:4]([F:9])[N:3]=[C:2]([F:1])[N:7]=2)[CH2:21][CH2:20]1)(=[O:18])[CH3:17]. (5) Given the reactants [H-].[Na+].[F:3][C:4]([F:25])([F:24])[O:5][C:6]1[CH:11]=[CH:10][C:9]([C:12]2[N:16]=[C:15]([C:17]3[CH:18]=[CH:19][C:20](=[O:23])[NH:21][CH:22]=3)[O:14][N:13]=2)=[CH:8][CH:7]=1.[Br:26][C:27]1[CH:28]=[C:29]([CH:32]=[CH:33][CH:34]=1)[CH2:30]Br.O, predict the reaction product. The product is: [Br:26][C:27]1[CH:28]=[C:29]([CH:32]=[CH:33][CH:34]=1)[CH2:30][N:21]1[CH:22]=[C:17]([C:15]2[O:14][N:13]=[C:12]([C:9]3[CH:10]=[CH:11][C:6]([O:5][C:4]([F:3])([F:24])[F:25])=[CH:7][CH:8]=3)[N:16]=2)[CH:18]=[CH:19][C:20]1=[O:23]. (6) Given the reactants [C:1]([O:5][C:6]([N:8]1[CH2:13][CH2:12][CH:11]([NH:14][CH:15]2[CH2:17][CH2:16]2)[CH2:10][CH2:9]1)=[O:7])([CH3:4])([CH3:3])[CH3:2].[NH:18]1[CH:22]=[C:21]([C:23](O)=[O:24])[N:20]=[CH:19]1, predict the reaction product. The product is: [C:1]([O:5][C:6]([N:8]1[CH2:13][CH2:12][CH:11]([N:14]([CH:15]2[CH2:16][CH2:17]2)[C:23]([C:21]2[N:20]=[CH:19][NH:18][CH:22]=2)=[O:24])[CH2:10][CH2:9]1)=[O:7])([CH3:4])([CH3:2])[CH3:3]. (7) Given the reactants [CH3:1][C:2]([CH2:4][CH2:5][NH+:6]1[CH2:12][CH2:11][CH2:10][CH2:9][CH2:8][CH2:7]1)=O.[Cl-].C1C([C@@H](O)[C@H](N[C:25]([CH:27](Cl)Cl)=[O:26])CO)=CC=C([N+]([O-])=O)C=1.CC(S[C@@H]1[O:43][C@H](CO)[C@H](O)[C@H](O)[C@H]1O)C, predict the reaction product. The product is: [CH:9]1[CH:10]=[CH:11][C:12]2[NH:6][CH:5]=[C:4]([CH2:2][CH2:1][CH2:27][C:25]([OH:43])=[O:26])[C:7]=2[CH:8]=1.